This data is from Reaction yield outcomes from USPTO patents with 853,638 reactions. The task is: Predict the reaction yield, written as a fraction of the theoretical maximum amount of product (1.0 means a 100% yield; for example, 0.34 means a 34% yield). (1) The reactants are C([O:3][C:4]([C:6]1[C:7](=[O:33])[NH:8][C:9]2[C:14]([CH:15]=1)=[CH:13][C:12](/[CH:16]=[CH:17]/[C:18](=[O:32])[N:19]([CH3:31])[CH2:20][C:21]1[S:25][C:24]3[CH:26]=[CH:27][CH:28]=[CH:29][C:23]=3[C:22]=1[CH3:30])=[CH:11][N:10]=2)=[O:5])C.[OH-].[Na+:35]. The catalyst is CO.C(Cl)Cl. The product is [Na+:35].[CH3:31][N:19]([CH2:20][C:21]1[S:25][C:24]2[CH:26]=[CH:27][CH:28]=[CH:29][C:23]=2[C:22]=1[CH3:30])[C:18](/[CH:17]=[CH:16]/[C:12]1[CH:13]=[C:14]2[C:9](=[N:10][CH:11]=1)[NH:8][C:7](=[O:33])[C:6]([C:4]([O-:5])=[O:3])=[CH:15]2)=[O:32]. The yield is 0.250. (2) The reactants are NC1C=CC(C2C=CC(C(=O)CC(C)(C)C(OC)=O)=CC=2)=CC=1.BrC1SC=CN=1.[S:30]1[C:34]2C=CC=C[C:33]=2[N:32]=[C:31]1[NH:39][C:40]1[CH:45]=[CH:44][C:43]([C:46]2[CH:51]=[CH:50][C:49]([C:52](=[O:60])[CH2:53][C:54]([CH3:59])([CH3:58])[C:55]([OH:57])=[O:56])=[CH:48][CH:47]=2)=[CH:42][CH:41]=1. No catalyst specified. The product is [CH3:58][C:54]([CH3:59])([CH2:53][C:52](=[O:60])[C:49]1[CH:48]=[CH:47][C:46]([C:43]2[CH:44]=[CH:45][C:40]([NH:39][C:31]3[S:30][CH:34]=[CH:33][N:32]=3)=[CH:41][CH:42]=2)=[CH:51][CH:50]=1)[C:55]([OH:57])=[O:56]. The yield is 0.240. (3) The reactants are Br[CH2:2][C:3]([C:5]1[CH:10]=[CH:9][C:8]([O:11][CH2:12][CH2:13][CH2:14][CH2:15][CH2:16][CH2:17][CH3:18])=[CH:7][CH:6]=1)=[O:4].[C:19]([C:23]1[CH:46]=[CH:45][C:26]([C:27]([NH:29][C@H:30]([C:41]([O:43][CH3:44])=[O:42])[CH2:31][C:32]2[CH:40]=[CH:39][C:35]([C:36]([OH:38])=[O:37])=[CH:34][CH:33]=2)=[O:28])=[CH:25][CH:24]=1)([CH3:22])([CH3:21])[CH3:20].C(O)(=O)CC(CC(O)=O)(C(O)=O)O. The catalyst is C(#N)C. The product is [C:19]([C:23]1[CH:46]=[CH:45][C:26]([C:27]([NH:29][C@H:30]([C:41]([O:43][CH3:44])=[O:42])[CH2:31][C:32]2[CH:33]=[CH:34][C:35]([C:36]([O:38][CH2:2][C:3]([C:5]3[CH:10]=[CH:9][C:8]([O:11][CH2:12][CH2:13][CH2:14][CH2:15][CH2:16][CH2:17][CH3:18])=[CH:7][CH:6]=3)=[O:4])=[O:37])=[CH:39][CH:40]=2)=[O:28])=[CH:25][CH:24]=1)([CH3:22])([CH3:20])[CH3:21]. The yield is 0.490. (4) The reactants are [Cl:1][C:2]1[C:10]2[N:9]=[C:8]3[N:11]([C:15]4[CH:20]=[CH:19][C:18]([Cl:21])=[CH:17][C:16]=4[Cl:22])[CH2:12][CH2:13][CH2:14][N:7]3[C:6]=2[C:5]([CH:23]([NH:26][S:27]([CH3:30])(=[O:29])=[O:28])[CH2:24][CH3:25])=[CH:4][CH:3]=1.[H-].[Na+].[CH3:33]I. The catalyst is CN(C)C=O.C(=O)(O)[O-].[Na+]. The product is [Cl:1][C:2]1[C:10]2[N:9]=[C:8]3[N:11]([C:15]4[CH:20]=[CH:19][C:18]([Cl:21])=[CH:17][C:16]=4[Cl:22])[CH2:12][CH2:13][CH2:14][N:7]3[C:6]=2[C:5]([CH:23]([N:26]([CH3:33])[S:27]([CH3:30])(=[O:28])=[O:29])[CH2:24][CH3:25])=[CH:4][CH:3]=1. The yield is 0.900. (5) The reactants are ClC(Cl)(Cl)C(=N)[O:4][C@H:5]1[O:22][C@H:21]([CH2:23][O:24][C:25](=[O:27])[CH3:26])[C@@H:16]([O:17][C:18](=[O:20])[CH3:19])[C@H:11]([O:12][C:13](=[O:15])[CH3:14])[C@@H:6]1[O:7][C:8](=[O:10])[CH3:9].[Br:31][C:32]1[C:37]([Cl:38])=[CH:36][C:35](O)=[CH:34][C:33]=1[Cl:40].[Si](OS(C(F)(F)F)(=O)=O)(C)(C)C.C(O[C@H]1[C@@H](OC(=O)C)[C@H](OC(=O)C)[C@@H](COC(=O)C)O[C@@H]1OC1C=CC(Br)=CC=1Cl)(=O)C. The catalyst is C1(C)C=CC=CC=1. The product is [C:8]([O:7][C@H:6]1[C@@H:11]([O:12][C:13](=[O:15])[CH3:14])[C@H:16]([O:17][C:18](=[O:20])[CH3:19])[C@@H:21]([CH2:23][O:24][C:25](=[O:27])[CH3:26])[O:22][C@@H:5]1[O:4][C:35]1[CH:36]=[C:37]([Cl:38])[C:32]([Br:31])=[C:33]([Cl:40])[CH:34]=1)(=[O:10])[CH3:9]. The yield is 0.770. (6) The reactants are [Br:1][CH2:2][C@@H:3]([OH:21])[CH2:4][C:5]1[CH:10]=[C:9]([F:11])[CH:8]=[C:7]([C:12]2[C:17]([Cl:18])=[CH:16][CH:15]=[CH:14][C:13]=2[Cl:19])[C:6]=1O.CC1C=CC(S(OCC2CC3C=CC=C(CC4C=CC=CC=4)C=3O2)(=O)=O)=CC=1. No catalyst specified. The product is [Br:1][CH2:2][C@H:3]1[CH2:4][C:5]2[CH:10]=[C:9]([F:11])[CH:8]=[C:7]([C:12]3[C:13]([Cl:19])=[CH:14][CH:15]=[CH:16][C:17]=3[Cl:18])[C:6]=2[O:21]1. The yield is 0.820.